From a dataset of Retrosynthesis with 50K atom-mapped reactions and 10 reaction types from USPTO. Predict the reactants needed to synthesize the given product. (1) Given the product C#Cc1ccc(C(=O)Nc2cc(C(=O)NCCCN3CCCC3=O)ccc2N2CCN(c3ccccc3C)CC2)o1, predict the reactants needed to synthesize it. The reactants are: C#C[Si](C)(C)C.Cc1ccccc1N1CCN(c2ccc(C(=O)NCCCN3CCCC3=O)cc2NC(=O)c2ccc(Br)o2)CC1. (2) The reactants are: COC(=O)c1cc(Cl)ccc1NC(C)C. Given the product CC(C)Nc1ccc(Cl)cc1C(=O)O, predict the reactants needed to synthesize it. (3) Given the product CCN(CC)C/C=C/c1cnc(N)c2c(-c3ccc(N)c(OC)c3)csc12, predict the reactants needed to synthesize it. The reactants are: CCN(CC)C/C=C/c1cnc(N)c2c(-c3ccc(NC(=O)OC(C)(C)C)c(OC)c3)csc12. (4) Given the product Cc1ccccc1NC(=NC#N)N1CCN(S(=O)(=O)c2ccc(Cl)cc2)C(c2ccccc2)C1, predict the reactants needed to synthesize it. The reactants are: Cc1ccccc1NC(=NC#N)N1CCNC(c2ccccc2)C1.O=S(=O)(Cl)c1ccc(Cl)cc1.